Dataset: Full USPTO retrosynthesis dataset with 1.9M reactions from patents (1976-2016). Task: Predict the reactants needed to synthesize the given product. (1) The reactants are: C([O:3][C:4](=O)[CH2:5][C:6]([C@H:8]1[CH2:13][CH2:12][N:11]([C:14]([O:16][CH3:17])=[O:15])[C@@H:10]([C:18]2[CH:23]=[CH:22][C:21]([C:24]([F:27])([F:26])[F:25])=[CH:20][C:19]=2[CH3:28])[CH2:9]1)=[O:7])C.[OH-].[Na+].[NH2:32]O.Cl. Given the product [CH3:28][C:19]1[CH:20]=[C:21]([C:24]([F:27])([F:26])[F:25])[CH:22]=[CH:23][C:18]=1[C@H:10]1[CH2:9][C@@H:8]([C:6]2[O:7][NH:32][C:4](=[O:3])[CH:5]=2)[CH2:13][CH2:12][N:11]1[C:14]([O:16][CH3:17])=[O:15], predict the reactants needed to synthesize it. (2) Given the product [CH2:1]([C:3]1[CH:8]=[C:7]([CH:9]2[CH2:10][CH2:11][N:12]([CH3:40])[CH2:13][CH2:14]2)[CH:6]=[CH:5][C:4]=1[NH:15][C:16]1[N:21]=[C:20]([CH2:22][CH2:23][C:24]2[CH:29]=[CH:28][CH:27]=[CH:26][C:25]=2[CH2:30][C:31]([NH2:33])=[O:32])[C:19]([C:34]([F:37])([F:36])[F:35])=[CH:18][N:17]=1)[CH3:2], predict the reactants needed to synthesize it. The reactants are: [CH2:1]([C:3]1[CH:8]=[C:7]([CH:9]2[CH2:14][CH2:13][NH:12][CH2:11][CH2:10]2)[CH:6]=[CH:5][C:4]=1[NH:15][C:16]1[N:21]=[C:20]([CH2:22][CH2:23][C:24]2[CH:29]=[CH:28][CH:27]=[CH:26][C:25]=2[CH2:30][C:31]([NH2:33])=[O:32])[C:19]([C:34]([F:37])([F:36])[F:35])=[CH:18][N:17]=1)[CH3:2].C=O.[C:40](O[BH-](OC(=O)C)OC(=O)C)(=O)C.[Na+].